From a dataset of CYP2D6 inhibition data for predicting drug metabolism from PubChem BioAssay. Regression/Classification. Given a drug SMILES string, predict its absorption, distribution, metabolism, or excretion properties. Task type varies by dataset: regression for continuous measurements (e.g., permeability, clearance, half-life) or binary classification for categorical outcomes (e.g., BBB penetration, CYP inhibition). Dataset: cyp2d6_veith. (1) The result is 0 (non-inhibitor). The compound is Cn1ncc(C#N)c1/N=C/N1CCCCCC1. (2) The compound is Cc1cc(C)c(S(=O)(=O)NNC(=O)C2CCN(Cc3ccccc3)CC2)c(C)c1. The result is 1 (inhibitor). (3) The drug is CCOC(=O)CCCc1c[nH]c2ccccc12. The result is 1 (inhibitor). (4) The molecule is CCc1ccc(OCC(=O)OC2CCS(=O)(=O)C2)cc1. The result is 0 (non-inhibitor). (5) The result is 0 (non-inhibitor). The compound is CCn1ncc(C(=O)Nc2cc(C)on2)c1C. (6) The compound is CN1CCc2cc(O)cc3c2[C@H]1Cc1ccc(O)c(O)c1-3. The result is 0 (non-inhibitor). (7) The compound is CCOC(=O)c1cnc2cc3c(cn2c1=O)CCCC3. The result is 0 (non-inhibitor). (8) The result is 1 (inhibitor). The compound is CC1(C)Cc2ccccc2C(NNC(=O)c2ccncc2)=N1.